The task is: Predict the product of the given reaction.. This data is from Forward reaction prediction with 1.9M reactions from USPTO patents (1976-2016). Given the reactants [CH3:1][C:2]1[N:10]=[CH:9][CH:8]=[C:7]([CH3:11])[C:3]=1[C:4]([OH:6])=O.[NH2:12][CH2:13][C:14]1[CH:15]=[C:16]([CH:39]=[CH:40][CH:41]=1)[CH2:17][N:18]([CH2:29][C:30]1[NH:34][C:33]2[CH:35]=[CH:36][CH:37]=[CH:38][C:32]=2[N:31]=1)[CH:19]1[C:28]2[N:27]=[CH:26][CH:25]=[CH:24][C:23]=2[CH2:22][CH2:21][CH2:20]1.CCN(CC)CC, predict the reaction product. The product is: [NH:31]1[C:32]2[CH:38]=[CH:37][CH:36]=[CH:35][C:33]=2[N:34]=[C:30]1[CH2:29][N:18]([CH2:17][C:16]1[CH:15]=[C:14]([CH:41]=[CH:40][CH:39]=1)[CH2:13][NH:12][C:4](=[O:6])[C:3]1[C:7]([CH3:11])=[CH:8][CH:9]=[N:10][C:2]=1[CH3:1])[CH:19]1[C:28]2[N:27]=[CH:26][CH:25]=[CH:24][C:23]=2[CH2:22][CH2:21][CH2:20]1.